From a dataset of Reaction yield outcomes from USPTO patents with 853,638 reactions. Predict the reaction yield, written as a fraction of the theoretical maximum amount of product (1.0 means a 100% yield; for example, 0.34 means a 34% yield). (1) The reactants are FC(F)(F)C(O)=O.[CH2:8]([O:10][C:11]([C:13]1[CH:17]=[C:16]([CH2:18][NH:19]C(OC(C)(C)C)=O)[O:15][N:14]=1)=[O:12])[CH3:9]. The catalyst is C(Cl)Cl. The product is [CH2:8]([O:10][C:11]([C:13]1[CH:17]=[C:16]([CH2:18][NH2:19])[O:15][N:14]=1)=[O:12])[CH3:9]. The yield is 0.930. (2) The reactants are [CH2:1]([N:3]([CH:16]1[CH2:20][CH2:19][C:18]([C:21]2[CH:22]=[N:23][CH:24]=[CH:25][CH:26]=2)=[CH:17]1)[C:4]1[CH:11]=[CH:10][C:7]([C:8]#[N:9])=[C:6]([C:12]([F:15])([F:14])[F:13])[CH:5]=1)[CH3:2].[H][H]. No catalyst specified. The product is [CH2:1]([N:3]([C@H:16]1[CH2:20][CH2:19][C@@H:18]([C:21]2[CH:22]=[N:23][CH:24]=[CH:25][CH:26]=2)[CH2:17]1)[C:4]1[CH:11]=[CH:10][C:7]([C:8]#[N:9])=[C:6]([C:12]([F:14])([F:13])[F:15])[CH:5]=1)[CH3:2]. The yield is 0.950. (3) The reactants are [NH2:1][C:2]1[C:3]([C:10]([O:12][CH3:13])=[O:11])=[N:4][C:5]([Cl:9])=[C:6](Cl)[N:7]=1.O.[C:15]1(B(O)O)[CH:20]=[CH:19][CH:18]=[CH:17][CH:16]=1.C(=O)([O-])[O-].[Na+].[Na+]. The product is [NH2:1][C:2]1[C:3]([C:10]([O:12][CH3:13])=[O:11])=[N:4][C:5]([Cl:9])=[C:6]([C:15]2[CH:20]=[CH:19][CH:18]=[CH:17][CH:16]=2)[N:7]=1. The catalyst is O1CCCC1.[Pd].C1(P(C2C=CC=CC=2)C2C=CC=CC=2)C=CC=CC=1.C1(P(C2C=CC=CC=2)C2C=CC=CC=2)C=CC=CC=1.C1(P(C2C=CC=CC=2)C2C=CC=CC=2)C=CC=CC=1.C1(P(C2C=CC=CC=2)C2C=CC=CC=2)C=CC=CC=1.C1(C)C=CC=CC=1. The yield is 0.820. (4) The reactants are C(OC([N:11]1[CH2:14][CH:13]([C:15]([N:17]2[CH2:23][CH2:22][CH2:21][N:20]([C:24]([O:26][C:27]([CH3:30])([CH3:29])[CH3:28])=[O:25])[CH2:19][CH2:18]2)=[O:16])[CH2:12]1)=O)C1C=CC=CC=1.N#N. The catalyst is CCO.[Pd]. The product is [NH:11]1[CH2:14][CH:13]([C:15]([N:17]2[CH2:23][CH2:22][CH2:21][N:20]([C:24]([O:26][C:27]([CH3:30])([CH3:29])[CH3:28])=[O:25])[CH2:19][CH2:18]2)=[O:16])[CH2:12]1. The yield is 0.980. (5) The reactants are [Br:1][C:2]1[CH:3]=[C:4]([CH:8]=[C:9]([I:11])[CH:10]=1)[C:5](O)=[O:6].C(N(C(C)C)CC)(C)C.C1(P([N:35]=[N+:36]=[N-:37])(C2C=CC=CC=2)=O)C=CC=CC=1. The catalyst is CO. The product is [Br:1][C:2]1[CH:3]=[C:4]([CH:8]=[C:9]([I:11])[CH:10]=1)[C:5]([N:35]=[N+:36]=[N-:37])=[O:6]. The yield is 0.960. (6) The reactants are [CH3:1][N:2]([C@@H:10]1[CH2:14][CH2:13][N:12]([C:15]2[CH:20]=[C:19]([NH:21][C:22]34[CH2:31][CH:26]5[CH2:27][CH:28]([CH2:30][CH:24]([CH2:25]5)[CH2:23]3)[CH2:29]4)[N:18]=[N:17][CH:16]=2)[CH2:11]1)C(=O)OC(C)(C)C.[ClH:32].CCOCC. The catalyst is CO. The product is [ClH:32].[ClH:32].[CH3:1][NH:2][C@@H:10]1[CH2:14][CH2:13][N:12]([C:15]2[CH:20]=[C:19]([NH:21][C:22]34[CH2:31][CH:26]5[CH2:27][CH:28]([CH2:30][CH:24]([CH2:25]5)[CH2:23]3)[CH2:29]4)[N:18]=[N:17][CH:16]=2)[CH2:11]1. The yield is 0.600.